This data is from Catalyst prediction with 721,799 reactions and 888 catalyst types from USPTO. The task is: Predict which catalyst facilitates the given reaction. (1) Reactant: [C:1](OC(=O)C)(=[O:3])C.C(O)=O.[CH2:11]([O:18][CH2:19][C@@H:20]1[CH2:25][NH:24][CH2:23][CH2:22][N:21]1[C:26]1[N:31]=[CH:30][C:29]([N:32]([CH3:52])[C:33](=[O:51])[C:34]([C:37]2[CH:42]=[C:41]([C:43]([F:46])([F:45])[F:44])[CH:40]=[C:39]([C:47]([F:50])([F:49])[F:48])[CH:38]=2)([CH3:36])[CH3:35])=[C:28]([C:53]2[CH:58]=[CH:57][C:56]([F:59])=[CH:55][C:54]=2[CH3:60])[CH:27]=1)[C:12]1[CH:17]=[CH:16][CH:15]=[CH:14][CH:13]=1. Product: [CH2:11]([O:18][CH2:19][C@@H:20]1[CH2:25][N:24]([CH:1]=[O:3])[CH2:23][CH2:22][N:21]1[C:26]1[N:31]=[CH:30][C:29]([N:32]([CH3:52])[C:33](=[O:51])[C:34]([C:37]2[CH:42]=[C:41]([C:43]([F:44])([F:45])[F:46])[CH:40]=[C:39]([C:47]([F:50])([F:49])[F:48])[CH:38]=2)([CH3:35])[CH3:36])=[C:28]([C:53]2[CH:58]=[CH:57][C:56]([F:59])=[CH:55][C:54]=2[CH3:60])[CH:27]=1)[C:12]1[CH:13]=[CH:14][CH:15]=[CH:16][CH:17]=1. The catalyst class is: 1. (2) Reactant: C([O-])(O)=O.[Na+].[ClH:6].[CH:7]([N:20]1[CH2:23][C:22]([CH:25]2[CH2:27][CH2:26]2)(O)[CH2:21]1)([C:14]1[CH:19]=[CH:18][CH:17]=[CH:16][CH:15]=1)[C:8]1[CH:13]=[CH:12][CH:11]=[CH:10][CH:9]=1.COCCN(S(F)(F)[F:38])CCOC. Product: [ClH:6].[CH:7]([N:20]1[CH2:23][C:22]([CH:25]2[CH2:27][CH2:26]2)([F:38])[CH2:21]1)([C:14]1[CH:19]=[CH:18][CH:17]=[CH:16][CH:15]=1)[C:8]1[CH:13]=[CH:12][CH:11]=[CH:10][CH:9]=1. The catalyst class is: 13. (3) Reactant: [NH2:1][C:2]1[N:7]=[C:6]([N:8]2[C@H:13]([CH3:14])[CH2:12][CH2:11][C@H:10]([C:15]([NH:17][C@H:18]([C:20]3[CH:25]=[CH:24][CH:23]=[CH:22][CH:21]=3)[CH3:19])=[O:16])[CH2:9]2)[CH:5]=[C:4]([C:26]2[CH:31]=[CH:30][C:29]([C:32]#[N:33])=[C:28](F)[CH:27]=2)[N:3]=1.CCO.CCN(C(C)C)C(C)C.[NH2:47][NH2:48]. Product: [NH2:1][C:2]1[N:7]=[C:6]([N:8]2[C@H:13]([CH3:14])[CH2:12][CH2:11][C@H:10]([C:15]([NH:17][C@H:18]([C:20]3[CH:25]=[CH:24][CH:23]=[CH:22][CH:21]=3)[CH3:19])=[O:16])[CH2:9]2)[CH:5]=[C:4]([C:26]2[CH:27]=[C:28]3[C:29]([C:32]([NH2:33])=[N:47][NH:48]3)=[CH:30][CH:31]=2)[N:3]=1. The catalyst class is: 5. (4) Reactant: [CH3:1][C:2]1[CH:11]=[CH:10][C:9]2[C:4](=[CH:5][CH:6]=[C:7]([F:14])[C:8]=2[O:12]C)[N:3]=1. Product: [F:14][C:7]1[C:8]([OH:12])=[C:9]2[C:4](=[CH:5][CH:6]=1)[N:3]=[C:2]([CH3:1])[CH:11]=[CH:10]2. The catalyst class is: 201.